Dataset: Reaction yield outcomes from USPTO patents with 853,638 reactions. Task: Predict the reaction yield, written as a fraction of the theoretical maximum amount of product (1.0 means a 100% yield; for example, 0.34 means a 34% yield). (1) The reactants are [CH3:1][C:2]1[C:3]([O:18][CH2:19][CH2:20][CH2:21][NH:22][S:23]([CH3:26])(=[O:25])=[O:24])=[CH:4][N:5]2[C:10]=1[C:9]([O:11]C1C=CC=CC=1)=[N:8][CH:7]=[N:6]2.CS(N)(=O)=O. No catalyst specified. The product is [OH:11][C:9]1[C:10]2=[C:2]([CH3:1])[C:3]([O:18][CH2:19][CH2:20][CH2:21][NH:22][S:23]([CH3:26])(=[O:25])=[O:24])=[CH:4][N:5]2[N:6]=[CH:7][N:8]=1. The yield is 0.640. (2) The reactants are [CH:1]1[C:10]2[C:5](=[CH:6][C:7]([C:11]3[O:15][N:14]=[C:13]([NH:16][C:17](=[O:22])[O:18][CH2:19][CH:20]=[CH2:21])[CH:12]=3)=[CH:8][CH:9]=2)[CH:4]=[CH:3][N:2]=1.[H-].[Na+].[F:25][C:26]([F:49])([F:48])[C:27]1[CH:47]=[CH:46][C:30]([CH2:31][C@H:32]2[CH2:36]OS(=O)(=O)N2C(OC(C)(C)C)=O)=[CH:29][CH:28]=1.[OH-].[Na+].[CH3:52]N(C=O)C. No catalyst specified. The product is [CH:1]1[C:10]2[C:5](=[CH:6][C:7]([C:11]3[O:15][N:14]=[C:13]([N:16]([CH2:52][C@@H:32]([CH3:36])[CH2:31][C:30]4[CH:29]=[CH:28][C:27]([C:26]([F:25])([F:48])[F:49])=[CH:47][CH:46]=4)[C:17](=[O:22])[O:18][CH2:19][CH:20]=[CH2:21])[CH:12]=3)=[CH:8][CH:9]=2)[CH:4]=[CH:3][N:2]=1. The yield is 0.510.